From a dataset of Catalyst prediction with 721,799 reactions and 888 catalyst types from USPTO. Predict which catalyst facilitates the given reaction. (1) Reactant: [Cl:1][C:2]1[CH:3]=[C:4]([C:8]2[N:9]=[CH:10][C:11]3[CH2:12][CH2:13][CH2:14][C:15]4([C:21](=[O:22])[N:20]([CH3:23])[C:19](=S)[NH:18]4)[C:16]=3[CH:17]=2)[CH:5]=[CH:6][CH:7]=1.C(OO)(C)(C)C.O.[NH3:32]. Product: [NH2:32][C:19]1[N:20]([CH3:23])[C:21](=[O:22])[C:15]2([N:18]=1)[CH2:14][CH2:13][CH2:12][C:11]1[CH:10]=[N:9][C:8]([C:4]3[CH:5]=[CH:6][CH:7]=[C:2]([Cl:1])[CH:3]=3)=[CH:17][C:16]2=1. The catalyst class is: 5. (2) The catalyst class is: 2. Product: [F:34][C:35]([F:52])([F:53])[C:36]1[CH:37]=[C:38]([C:46]([CH3:50])([CH3:51])[C:47]([NH:24][C:23]2[C:14]([C:8]3[CH:9]=[CH:10][CH:11]=[CH:12][CH:13]=3)=[C:15]3[C:20](=[CH:21][CH:22]=2)[N:19]=[CH:18][CH:17]=[CH:16]3)=[O:48])[CH:39]=[C:40]([C:42]([F:43])([F:44])[F:45])[CH:41]=1. Reactant: FC(F)(F)C(O)=O.[C:8]1([C:14]2[C:23]([NH2:24])=[CH:22][CH:21]=[C:20]3[C:15]=2[CH:16]=[CH:17][CH:18]=[N:19]3)[CH:13]=[CH:12][CH:11]=[CH:10][CH:9]=1.CCN(C(C)C)C(C)C.[F:34][C:35]([F:53])([F:52])[C:36]1[CH:37]=[C:38]([C:46]([CH3:51])([CH3:50])[C:47](Cl)=[O:48])[CH:39]=[C:40]([C:42]([F:45])([F:44])[F:43])[CH:41]=1.